This data is from Forward reaction prediction with 1.9M reactions from USPTO patents (1976-2016). The task is: Predict the product of the given reaction. (1) Given the reactants [Cl:1][C:2]1[CH:3]=[CH:4][C:5]2[N:11]3[C:12]([C:15]([Cl:18])([F:17])[F:16])=[N:13][N:14]=[C:10]3[C@H:9]([CH2:19][C:20]([N:22]3[CH2:27][CH2:26][CH2:25][C@H:24]([C:28]([O:30]CC)=[O:29])[CH2:23]3)=[O:21])[O:8][C@@H:7]([C:33]3[CH:38]=[CH:37][CH:36]=[C:35]([O:39][CH3:40])[C:34]=3[O:41][CH3:42])[C:6]=2[CH:43]=1.Cl, predict the reaction product. The product is: [Cl:1][C:2]1[CH:3]=[CH:4][C:5]2[N:11]3[C:12]([C:15]([Cl:18])([F:16])[F:17])=[N:13][N:14]=[C:10]3[C@H:9]([CH2:19][C:20]([N:22]3[CH2:27][CH2:26][CH2:25][C@H:24]([C:28]([OH:30])=[O:29])[CH2:23]3)=[O:21])[O:8][C@@H:7]([C:33]3[CH:38]=[CH:37][CH:36]=[C:35]([O:39][CH3:40])[C:34]=3[O:41][CH3:42])[C:6]=2[CH:43]=1. (2) Given the reactants [H-].[Na+].[CH3:3][CH:4]1[NH:8][C:7](=[O:9])[CH2:6][CH2:5]1.[CH2:10](Br)[C:11]1[CH:16]=[CH:15][CH:14]=[CH:13][CH:12]=1.[Cl-].[NH4+], predict the reaction product. The product is: [CH2:10]([N:8]1[CH:4]([CH3:3])[CH2:5][CH2:6][C:7]1=[O:9])[C:11]1[CH:16]=[CH:15][CH:14]=[CH:13][CH:12]=1. (3) Given the reactants [CH:1]1([N:4]2[CH2:13][C:12]([CH3:15])([CH3:14])[C:11]3[C:6](=[CH:7][CH:8]=[C:9]([OH:16])[CH:10]=3)[CH2:5]2)[CH2:3][CH2:2]1.C(N(CC)CC)C.[F:24][C:25]([F:45])([F:44])[S:26](N(C1C=CC(Cl)=CN=1)[S:26]([C:25]([F:45])([F:44])[F:24])(=[O:28])=[O:27])(=[O:28])=[O:27].C(OCC)(=O)C, predict the reaction product. The product is: [CH:1]1([N:4]2[CH2:13][C:12]([CH3:14])([CH3:15])[C:11]3[C:6](=[CH:7][CH:8]=[C:9]([O:16][S:26]([C:25]([F:45])([F:44])[F:24])(=[O:28])=[O:27])[CH:10]=3)[CH2:5]2)[CH2:3][CH2:2]1. (4) Given the reactants [C:1]([C:5]1[N:13]=[C:12]2[C:8]([N:9]=[CH:10][N:11]2[CH2:14][C:15]2[C:20]([Cl:21])=[CH:19][CH:18]=[CH:17][N:16]=2)=[C:7](Cl)[N:6]=1)([CH3:4])([CH3:3])[CH3:2].Cl.[CH3:24][C:25]1([OH:29])[CH2:28][NH:27][CH2:26]1, predict the reaction product. The product is: [C:1]([C:5]1[N:13]=[C:12]2[C:8]([N:9]=[CH:10][N:11]2[CH2:14][C:15]2[C:20]([Cl:21])=[CH:19][CH:18]=[CH:17][N:16]=2)=[C:7]([N:27]2[CH2:28][C:25]([CH3:24])([OH:29])[CH2:26]2)[N:6]=1)([CH3:4])([CH3:3])[CH3:2]. (5) Given the reactants [F:1][C:2]1[CH:7]=[CH:6][C:5]([C:8]2[C:16]3[C:11](=[CH:12][C:13]([C:17]([O:19][CH3:20])=[O:18])=[CH:14][CH:15]=3)[N:10](C(OC(C)(C)C)=O)[CH:9]=2)=[CH:4][CH:3]=1.FC(F)(F)C(O)=O, predict the reaction product. The product is: [F:1][C:2]1[CH:3]=[CH:4][C:5]([C:8]2[C:16]3[C:11](=[CH:12][C:13]([C:17]([O:19][CH3:20])=[O:18])=[CH:14][CH:15]=3)[NH:10][CH:9]=2)=[CH:6][CH:7]=1. (6) Given the reactants [CH:1]1([C:4]([N:6]2[CH2:11][CH2:10][N:9]([C:12]3[N:19]=[C:18]([CH:20]4[CH2:22][CH2:21]4)[C:17]([CH:23]4[O:28][CH2:27][CH2:26][NH:25][CH2:24]4)=[CH:16][C:13]=3[C:14]#[N:15])[CH2:8][C@H:7]2[CH3:29])=[O:5])[CH2:3][CH2:2]1, predict the reaction product. The product is: [C:4]([N:25]1[CH2:26][CH2:27][O:28][CH:23]([C:17]2[C:18]([CH:20]3[CH2:22][CH2:21]3)=[N:19][C:12]([N:9]3[CH2:10][CH2:11][N:6]([C:4]([CH:1]4[CH2:3][CH2:2]4)=[O:5])[C@H:7]([CH3:29])[CH2:8]3)=[C:13]([CH:16]=2)[C:14]#[N:15])[CH2:24]1)(=[O:5])[CH:1]=[CH2:2].